From a dataset of Catalyst prediction with 721,799 reactions and 888 catalyst types from USPTO. Predict which catalyst facilitates the given reaction. (1) Reactant: [NH:1]1[C:10](=[O:11])[C:9]2[NH:8][N:7]=[N:6][C:5]=2[N:4]=[C:2]1[NH2:3].C(NC1N=C2C(N=CN2[CH:25]2[CH:29]([O:30][C:31](=[O:38])[C:32]3[CH:37]=[CH:36][CH:35]=[CH:34][CH:33]=3)[CH2:28][CH:27]([CH:39]=[CH:40][P:41]([O:46][CH2:47][CH3:48])([O:43][CH2:44][CH3:45])=[O:42])[O:26]2)=C(OC(=O)N(C2C=CC=CC=2)C2C=CC=CC=2)N=1)(=O)C.C(OP(C=CC1CC(C(=O)C2C=CC=CC=2)C(C(=O)C2C=CC=CC=2)O1)(=O)OCC)C.Cl[Sn](Cl)(Cl)Cl.C([O-])(O)=O.[Na+]. Product: [NH2:3][C:2]1[NH:1][C:10](=[O:11])[C:9]2[N:8]=[N:7][N:6]([CH:25]3[CH:29]([O:30][C:31](=[O:38])[C:32]4[CH:37]=[CH:36][CH:35]=[CH:34][CH:33]=4)[CH2:28][CH:27]([CH:39]=[CH:40][P:41]([O:43][CH2:44][CH3:45])([O:46][CH2:47][CH3:48])=[O:42])[O:26]3)[C:5]=2[N:4]=1. The catalyst class is: 23. (2) Reactant: [Cl:1][C:2]1[CH:3]=[C:4]([C@@H:8]2[C@@H:17]([OH:18])[C@@H:16]([OH:19])[C:15]3[C:10](=[CH:11][CH:12]=[CH:13][CH:14]=3)[O:9]2)[CH:5]=[CH:6][CH:7]=1. Product: [Cl:1][C:2]1[CH:3]=[C:4]([C@@H:8]2[C@@H:17]([OH:18])[C:16](=[O:19])[C:15]3[C:10](=[CH:11][CH:12]=[CH:13][CH:14]=3)[O:9]2)[CH:5]=[CH:6][CH:7]=1. The catalyst class is: 485.